This data is from Full USPTO retrosynthesis dataset with 1.9M reactions from patents (1976-2016). The task is: Predict the reactants needed to synthesize the given product. (1) Given the product [Cl:1][C:2]1[C:3]([OH:20])=[C:4]([CH2:14][CH2:15][C:16]([OH:18])=[O:17])[CH:5]=[C:6]2[C:11]=1[O:10][C:9](=[O:12])[CH:8]=[C:7]2[CH3:13], predict the reactants needed to synthesize it. The reactants are: [Cl:1][C:2]1[C:3]([OH:20])=[C:4]([CH2:14][CH2:15][C:16]([O:18]C)=[O:17])[CH:5]=[C:6]2[C:11]=1[O:10][C:9](=[O:12])[CH:8]=[C:7]2[CH3:13].Cl. (2) Given the product [CH3:12][O:11][C:7]1[CH:6]=[C:5]([C:13]2[N:22]=[C:21]([C:23]([N:33]3[CH2:32][CH2:31][C:30]4[C:35](=[CH:36][C:37]([O:39][CH3:40])=[CH:38][C:29]=4[O:28][CH3:27])[CH2:34]3)=[O:24])[C:20]3[C:15](=[CH:16][CH:17]=[CH:18][CH:19]=3)[N:14]=2)[CH:4]=[C:3]([O:2][CH3:1])[C:8]=1[O:9][CH3:10], predict the reactants needed to synthesize it. The reactants are: [CH3:1][O:2][C:3]1[CH:4]=[C:5]([C:13]2[N:22]=[C:21]([C:23](O)=[O:24])[C:20]3[C:15](=[CH:16][CH:17]=[CH:18][CH:19]=3)[N:14]=2)[CH:6]=[C:7]([O:11][CH3:12])[C:8]=1[O:9][CH3:10].Cl.[CH3:27][O:28][C:29]1[CH:38]=[C:37]([O:39][CH3:40])[CH:36]=[C:35]2[C:30]=1[CH2:31][CH2:32][NH:33][CH2:34]2. (3) Given the product [CH3:23][O:24][C:25](=[O:38])[CH2:26][O:27][C:28]1[CH:33]=[CH:32][C:31]([NH:34][C:35]([N:7]([CH:1]2[CH2:6][CH2:5][CH2:4][CH2:3][CH2:2]2)[C:8]2[N:9]([C:17]3[CH:18]=[CH:19][CH:20]=[CH:21][CH:22]=3)[N:10]=[C:11]3[C:16]=2[CH:15]=[CH:14][CH:13]=[CH:12]3)=[O:36])=[C:30]([F:37])[CH:29]=1, predict the reactants needed to synthesize it. The reactants are: [CH:1]1([NH:7][C:8]2[N:9]([C:17]3[CH:22]=[CH:21][CH:20]=[CH:19][CH:18]=3)[N:10]=[C:11]3[C:16]=2[CH:15]=[CH:14][CH:13]=[CH:12]3)[CH2:6][CH2:5][CH2:4][CH2:3][CH2:2]1.[CH3:23][O:24][C:25](=[O:38])[CH2:26][O:27][C:28]1[CH:33]=[CH:32][C:31]([N:34]=[C:35]=[O:36])=[C:30]([F:37])[CH:29]=1.CCN(CC)CC. (4) Given the product [CH:1]1([C:7]2[CH:15]=[CH:14][C:10]([C:11]([OH:13])=[O:12])=[CH:9][C:8]=2[CH2:16][CH3:17])[CH2:2][CH2:3][CH2:4][CH2:5][CH2:6]1, predict the reactants needed to synthesize it. The reactants are: [C:1]1([C:7]2[CH:15]=[CH:14][C:10]([C:11]([OH:13])=[O:12])=[CH:9][C:8]=2[CH2:16][CH3:17])[CH2:6][CH2:5][CH2:4][CH2:3][CH:2]=1. (5) Given the product [CH3:1][O:2][C:3]1[CH:4]=[C:5]([C:11]([C:17]2[O:23][CH:20]=[CH:19][CH:18]=2)=[CH:12][C:13]#[N:54])[CH:6]=[CH:7][C:8]=1[O:9][CH3:10], predict the reactants needed to synthesize it. The reactants are: [CH3:1][O:2][C:3]1[CH:4]=[C:5]([C:11]([C:17]2C=C[C:20]([O:23]C)=[C:19](OC)[CH:18]=2)=[CH:12][C:13](OC)=O)[CH:6]=[CH:7][C:8]=1[O:9][CH3:10].COC1C=C(C=CC=1OC)C(C1OC=CC=1)=O.C(OP(CC#[N:54])(=O)OCC)C.C[Si](C)(C)[N-][Si](C)(C)C.[Li+]. (6) Given the product [CH2:1]([O:8][C:9]1[CH:10]=[CH:11][C:12]([C:15]2[N:19]([CH:20]3[CH2:25][CH2:24][CH2:23][CH2:22][CH2:21]3)[N:18]=[C:17]([C:26]#[C:27][C:28]([OH:30])=[O:29])[CH:16]=2)=[CH:13][CH:14]=1)[C:2]1[CH:3]=[CH:4][CH:5]=[CH:6][CH:7]=1, predict the reactants needed to synthesize it. The reactants are: [CH2:1]([O:8][C:9]1[CH:14]=[CH:13][C:12]([C:15]2[N:19]([CH:20]3[CH2:25][CH2:24][CH2:23][CH2:22][CH2:21]3)[N:18]=[C:17]([C:26]#[C:27][C:28]([O:30]CC)=[O:29])[CH:16]=2)=[CH:11][CH:10]=1)[C:2]1[CH:7]=[CH:6][CH:5]=[CH:4][CH:3]=1.[Li+].[OH-]. (7) The reactants are: [F:1][C:2]1[CH:22]=[CH:21][C:5]([CH2:6][N:7]2[CH2:12][CH2:11][N:10]([C:13]([N:15]3[CH:19]=[CH:18][N:17]=[CH:16]3)=[O:14])[CH2:9][C:8]2=[O:20])=[CH:4][CH:3]=1.[I:23][CH3:24]. Given the product [I-:23].[F:1][C:2]1[CH:22]=[CH:21][C:5]([CH2:6][N:7]2[CH2:12][CH2:11][N:10]([C:13]([N:15]3[CH:19]=[CH:18][N+:17]([CH3:24])=[CH:16]3)=[O:14])[CH2:9][C:8]2=[O:20])=[CH:4][CH:3]=1, predict the reactants needed to synthesize it. (8) Given the product [Br:20][C:21]1[CH:22]=[C:23]([NH:24][C:2]2[C:7]([C:8]#[N:9])=[CH:6][N:5]=[CH:4][C:3]=2[C:10]2[CH:15]=[CH:14][C:13]([O:16][CH3:17])=[C:12]([O:18][CH3:19])[CH:11]=2)[CH:25]=[CH:26][CH:27]=1, predict the reactants needed to synthesize it. The reactants are: Cl[C:2]1[C:7]([C:8]#[N:9])=[CH:6][N:5]=[CH:4][C:3]=1[C:10]1[CH:15]=[CH:14][C:13]([O:16][CH3:17])=[C:12]([O:18][CH3:19])[CH:11]=1.[Br:20][C:21]1[CH:22]=[C:23]([CH:25]=[CH:26][CH:27]=1)[NH2:24].N1C(=O)CC[C@H]1C(O)=O.Cl.